Task: Predict the reactants needed to synthesize the given product.. Dataset: Full USPTO retrosynthesis dataset with 1.9M reactions from patents (1976-2016) (1) The reactants are: [CH3:1][N:2]1[CH2:5][CH:4]([NH2:6])[CH2:3]1.C(N(CC)CC)C.[CH3:14][O:15][C:16]1[CH:17]=[C:18]([CH:22]=[CH:23][C:24]=1[N+:25]([O-:27])=[O:26])[C:19](Cl)=[O:20]. Given the product [CH3:14][O:15][C:16]1[CH:17]=[C:18]([CH:22]=[CH:23][C:24]=1[N+:25]([O-:27])=[O:26])[C:19]([NH:6][CH:4]1[CH2:5][N:2]([CH3:1])[CH2:3]1)=[O:20], predict the reactants needed to synthesize it. (2) Given the product [NH2:7][C:8]1[S:9][C:10]([C:34]2[CH:35]=[CH:36][C:37]([C:40]#[N:41])=[CH:38][CH:39]=2)=[CH:11][C:12]=1[C:13]([N:15]1[CH2:16][CH2:17][CH:18]([N:21]2[CH2:33][CH2:32][CH2:31][C:23]3([C:27](=[O:28])[O:26][C:25]([CH3:30])([CH3:29])[CH2:24]3)[CH2:22]2)[CH2:19][CH2:20]1)=[O:14], predict the reactants needed to synthesize it. The reactants are: C(OC(=O)[NH:7][C:8]1[S:9][C:10]([C:34]2[CH:39]=[CH:38][C:37]([C:40]#[N:41])=[CH:36][CH:35]=2)=[CH:11][C:12]=1[C:13]([N:15]1[CH2:20][CH2:19][CH:18]([N:21]2[CH2:33][CH2:32][CH2:31][C:23]3([C:27](=[O:28])[O:26][C:25]([CH3:30])([CH3:29])[CH2:24]3)[CH2:22]2)[CH2:17][CH2:16]1)=[O:14])(C)(C)C.C(=O)([O-])O.[Na+]. (3) Given the product [N:1]1([C:6]2[N:11]=[C:10]([NH:12][C:13]([C:15]3[C:19]4[N:20]=[C:21]([NH:25][C@@H:26]5[CH2:31][CH2:30][O:29][CH2:28][C@@H:27]5[NH:32][C:33](=[O:39])[O:34][C:35]([CH3:37])([CH3:36])[CH3:38])[N:22]=[CH:23][C:18]=4[S:17][CH:16]=3)=[O:14])[CH:9]=[CH:8][CH:7]=2)[CH:5]=[CH:4][NH:3][NH:2]1, predict the reactants needed to synthesize it. The reactants are: [N:1]1([C:6]2[N:11]=[C:10]([NH:12][C:13]([C:15]3[C:19]4[N:20]=[C:21](Cl)[N:22]=[CH:23][C:18]=4[S:17][CH:16]=3)=[O:14])[CH:9]=[CH:8][CH:7]=2)[CH:5]=[CH:4][NH:3][NH:2]1.[NH2:25][C@@H:26]1[CH2:31][CH2:30][O:29][CH2:28][C@@H:27]1[NH:32][C:33](=[O:39])[O:34][C:35]([CH3:38])([CH3:37])[CH3:36].CCN(C(C)C)C(C)C. (4) Given the product [CH3:18][N:17]([CH2:2][C:3]1[N:8]=[C:7]([NH2:9])[N:6]=[C:5]([NH2:10])[C:4]=1[C:11]1[CH:16]=[CH:15][C:14]([NH:17][CH2:18][C:19]2[CH:24]=[CH:23][C:22]([S:25]([CH3:28])(=[O:27])=[O:26])=[CH:21][CH:20]=2)=[CH:13][CH:12]=1)[C:14]1[CH:15]=[CH:16][CH:11]=[CH:12][CH:13]=1, predict the reactants needed to synthesize it. The reactants are: Br[CH2:2][C:3]1[N:8]=[C:7]([NH2:9])[N:6]=[C:5]([NH2:10])[C:4]=1[C:11]1[CH:16]=[CH:15][C:14]([NH:17][CH2:18][C:19]2[CH:24]=[CH:23][C:22]([S:25]([CH3:28])(=[O:27])=[O:26])=[CH:21][CH:20]=2)=[CH:13][CH:12]=1. (5) Given the product [ClH:3].[NH2:5][C:6]1[N:11]=[CH:10][C:9](/[CH:12]=[CH:13]/[C:14]([N:38]([CH2:37][C:29]2[O:30][C:31]3[CH:36]=[CH:35][CH:34]=[CH:33][C:32]=3[C:28]=2[Cl:27])[CH3:39])=[O:16])=[CH:8][CH:7]=1, predict the reactants needed to synthesize it. The reactants are: C(Cl)C[Cl:3].[NH2:5][C:6]1[N:11]=[CH:10][C:9]([CH:12]=[CH:13][C:14]([OH:16])=O)=[CH:8][CH:7]=1.C1C=CC2N(O)N=NC=2C=1.[Cl:27][C:28]1[C:32]2[CH:33]=[CH:34][CH:35]=[CH:36][C:31]=2[O:30][C:29]=1[CH2:37][NH:38][CH3:39].C(N(C(C)C)C(C)C)C. (6) Given the product [OH:27][C:25]1[C:34]2[C:29](=[C:30]([N+:35]([O-:37])=[O:36])[CH:31]=[CH:32][CH:33]=2)[N:28]=[C:23]([C:22]([O:21][CH3:20])=[O:38])[CH:24]=1, predict the reactants needed to synthesize it. The reactants are: BrC1C=CC(NC(=CC([O-])=O)C(OC)=O)=C(OC)C=1.[CH3:20][O:21][C:22](=[O:38])[C:23]([NH:28][C:29]1[CH:34]=[CH:33][CH:32]=[CH:31][C:30]=1[N+:35]([O-:37])=[O:36])=[CH:24][C:25]([O-:27])=O.